From a dataset of Full USPTO retrosynthesis dataset with 1.9M reactions from patents (1976-2016). Predict the reactants needed to synthesize the given product. (1) Given the product [CH3:1][O:2][C:3]1[CH:4]=[C:5]([CH:6]=[CH:7][C:8]=1[O:9][CH3:10])[O:11][CH2:13][C:14]#[N:15], predict the reactants needed to synthesize it. The reactants are: [CH3:1][O:2][C:3]1[CH:4]=[C:5]([OH:11])[CH:6]=[CH:7][C:8]=1[O:9][CH3:10].Cl[CH2:13][C:14]#[N:15].C([O-])([O-])=O.[K+].[K+].CCOC(C)=O.CCCCCC. (2) Given the product [CH2:28]([C:26]1[N:25]=[CH:24][N:23]=[C:22]([CH:20]([CH3:21])[CH2:19][C:18]2[C:9]([NH2:8])=[N:10][C:11]3[C:16]([CH:17]=2)=[CH:15][C:14]([C:42]2[CH:43]=[CH:44][CH:45]=[CH:46][C:41]=2[CH3:50])=[CH:13][CH:12]=3)[CH:27]=1)[C:29]([CH3:30])([CH3:31])[CH3:32], predict the reactants needed to synthesize it. The reactants are: COC1C=CC(C[NH:8][C:9]2[C:18](/[CH:19]=[C:20](/[C:22]3[CH:27]=[C:26]([CH2:28][C:29]([CH3:32])([CH3:31])[CH3:30])[N:25]=[CH:24][N:23]=3)\[CH3:21])=[CH:17][C:16]3[C:11](=[CH:12][CH:13]=[C:14](Br)[CH:15]=3)[N:10]=2)=CC=1.C([O-])(=O)C.[K+].[C:41]1([CH3:50])[CH:46]=[CH:45][CH:44]=[CH:43][C:42]=1B(O)O.O. (3) Given the product [Cl:1][C:2]1[CH:3]=[CH:4][C:5]([C:6]([NH:22][C:21]2[CH:23]=[CH:24][C:18]([F:17])=[C:19]([N+:25]([O-:27])=[O:26])[CH:20]=2)=[O:8])=[CH:9][CH:10]=1, predict the reactants needed to synthesize it. The reactants are: [Cl:1][C:2]1[CH:10]=[CH:9][C:5]([C:6]([OH:8])=O)=[CH:4][CH:3]=1.C(Cl)(C(Cl)=O)=O.[F:17][C:18]1[CH:24]=[CH:23][C:21]([NH2:22])=[CH:20][C:19]=1[N+:25]([O-:27])=[O:26].CCN(C(C)C)C(C)C. (4) Given the product [C:3]1([C:2]2[NH:9][CH:15]=[C:16]([C:17]3[CH:18]=[CH:5][C:4]4[C:16](=[CH:17][CH:18]=[CH:2][CH:3]=4)[CH:15]=3)[N:10]=2)[CH:8]=[CH:7][CH:6]=[CH:5][CH:4]=1, predict the reactants needed to synthesize it. The reactants are: Cl.[C:2]([NH2:10])(=[NH:9])[C:3]1[CH:8]=[CH:7][CH:6]=[CH:5][CH:4]=1.C[O-].[Na+].O1[CH2:18][CH2:17][CH2:16][CH2:15]1. (5) Given the product [NH2:25][C@H:21]1[CH2:22][CH2:23][CH2:24][N:19]([C:12]2[C:11]3[C:16](=[CH:17][N:18]=[C:9]([C:3]4[C:2]([NH2:1])=[CH:7][CH:6]=[C:5]([C:37]5[CH:38]=[CH:39][C:34]([F:33])=[CH:35][CH:36]=5)[N:4]=4)[CH:10]=3)[N:15]=[CH:14][CH:13]=2)[CH2:20]1, predict the reactants needed to synthesize it. The reactants are: [NH2:1][C:2]1[C:3]([C:9]2[CH:10]=[C:11]3[C:16](=[CH:17][N:18]=2)[N:15]=[CH:14][CH:13]=[C:12]3[N:19]2[CH2:24][CH2:23][CH2:22][C@H:21]([NH:25]C(=O)OC(C)(C)C)[CH2:20]2)=[N:4][C:5](Cl)=[CH:6][CH:7]=1.[F:33][C:34]1[CH:39]=[CH:38][C:37](B(O)O)=[CH:36][CH:35]=1.